This data is from Peptide-MHC class I binding affinity with 185,985 pairs from IEDB/IMGT. The task is: Regression. Given a peptide amino acid sequence and an MHC pseudo amino acid sequence, predict their binding affinity value. This is MHC class I binding data. (1) The peptide sequence is ASWIKYIQY. The MHC is Mamu-A02 with pseudo-sequence Mamu-A02. The binding affinity (normalized) is 0.708. (2) The peptide sequence is FRDLLFKLLE. The MHC is H-2-Db with pseudo-sequence H-2-Db. The binding affinity (normalized) is 0.